From a dataset of Full USPTO retrosynthesis dataset with 1.9M reactions from patents (1976-2016). Predict the reactants needed to synthesize the given product. Given the product [OH:31][C:2]([CH3:3])([CH3:1])[CH2:27][C:26]([C:23]1[CH:22]=[N:21][C:20]([CH3:19])=[CH:25][N:24]=1)=[O:28], predict the reactants needed to synthesize it. The reactants are: [CH2:1]([Li])[CH2:2][CH2:3]C.CCCCCC.C(NC(C)C)(C)C.[CH3:19][C:20]1[N:21]=[CH:22][C:23]([C:26](=[O:28])[CH3:27])=[N:24][CH:25]=1.[Cl-].[Na+].[O:31]1CCCC1.